From a dataset of Full USPTO retrosynthesis dataset with 1.9M reactions from patents (1976-2016). Predict the reactants needed to synthesize the given product. (1) Given the product [Cl:1][C:2]1[CH:7]=[C:6]([CH2:8][C:9]2[N:14]=[C:13]([C:15]([O:17][CH2:18][CH3:19])=[O:16])[CH:12]=[CH:11][CH:10]=2)[C:5]2[O:20][C:28]([C:22]3[CH:27]=[CH:26][CH:25]=[CH:24][CH:23]=3)=[CH:29][C:4]=2[CH:3]=1, predict the reactants needed to synthesize it. The reactants are: [Cl:1][C:2]1[CH:3]=[C:4](I)[C:5]([OH:20])=[C:6]([CH2:8][C:9]2[N:14]=[C:13]([C:15]([O:17][CH2:18][CH3:19])=[O:16])[CH:12]=[CH:11][CH:10]=2)[CH:7]=1.[C:22]1([C:28]#[CH:29])[CH:27]=[CH:26][CH:25]=[CH:24][CH:23]=1. (2) Given the product [CH2:20]([C:18]1[N:17]=[CH:16][N:15]=[C:14]([CH:12]([P:1](=[O:2])([O:5][CH2:6][CH3:7])[O:8][CH2:9][CH3:10])[CH3:13])[CH:19]=1)[CH3:21], predict the reactants needed to synthesize it. The reactants are: [P:1]([O:8][CH2:9][CH3:10])([O:5][CH2:6][CH3:7])[O:2]CC.Br[CH:12]([C:14]1[CH:19]=[C:18]([CH2:20][CH3:21])[N:17]=[CH:16][N:15]=1)[CH3:13].[I-].[Na+].